This data is from Peptide-MHC class II binding affinity with 134,281 pairs from IEDB. The task is: Regression. Given a peptide amino acid sequence and an MHC pseudo amino acid sequence, predict their binding affinity value. This is MHC class II binding data. (1) The peptide sequence is SQDFELSWNLNGLQAY. The MHC is DRB1_0401 with pseudo-sequence DRB1_0401. The binding affinity (normalized) is 0.198. (2) The peptide sequence is YLMDEEVPAYDKH. The MHC is HLA-DPA10201-DPB10501 with pseudo-sequence HLA-DPA10201-DPB10501. The binding affinity (normalized) is 0.0762. (3) The peptide sequence is INKGILVTVNPIAST. The MHC is HLA-DQA10501-DQB10303 with pseudo-sequence HLA-DQA10501-DQB10303. The binding affinity (normalized) is 0.561. (4) The peptide sequence is YFRNEQSIPPLIKKY. The MHC is HLA-DQA10501-DQB10301 with pseudo-sequence HLA-DQA10501-DQB10301. The binding affinity (normalized) is 0.575. (5) The binding affinity (normalized) is 0.437. The MHC is HLA-DQA10102-DQB10501 with pseudo-sequence HLA-DQA10102-DQB10501. The peptide sequence is LADKRPTAWFLPSIR.